Dataset: Full USPTO retrosynthesis dataset with 1.9M reactions from patents (1976-2016). Task: Predict the reactants needed to synthesize the given product. (1) Given the product [N:10]1([C:3](=[O:9])[CH2:4][C:5](=[O:8])[CH2:6][CH3:7])[CH2:15][CH2:14][O:13][CH2:12][CH2:11]1, predict the reactants needed to synthesize it. The reactants are: CO[C:3](=[O:9])[CH2:4][C:5](=[O:8])[CH2:6][CH3:7].[NH:10]1[CH2:15][CH2:14][O:13][CH2:12][CH2:11]1. (2) Given the product [Cl:33][C:34]1[CH:35]=[CH:36][C:37]([NH:40][C@@H:41]([C:42]2[CH:43]=[CH:44][C:45]([O:46][CH2:47][C:48]([O:50][C:51]([CH3:52])([CH3:53])[CH3:54])=[O:49])=[CH:55][CH:56]=2)[C@@H:18]([S:17][CH2:16][C:8]2([C:5]3[CH:4]=[CH:3][C:2]([Cl:1])=[CH:7][CH:6]=3)[O:9][CH2:10][C:11]([CH3:14])([CH3:15])[CH2:12][O:13]2)[C:19](=[O:20])[N:21]2[C@@H:25]([C:26]3[CH:31]=[CH:30][CH:29]=[CH:28][CH:27]=3)[CH2:24][O:23][C:22]2=[O:32])=[CH:38][CH:39]=1, predict the reactants needed to synthesize it. The reactants are: [Cl:1][C:2]1[CH:7]=[CH:6][C:5]([C:8]2([CH2:16][S:17][CH2:18][C:19]([N:21]3[C@@H:25]([C:26]4[CH:31]=[CH:30][CH:29]=[CH:28][CH:27]=4)[CH2:24][O:23][C:22]3=[O:32])=[O:20])[O:13][CH2:12][C:11]([CH3:15])([CH3:14])[CH2:10][O:9]2)=[CH:4][CH:3]=1.[Cl:33][C:34]1[CH:39]=[CH:38][C:37](/[N:40]=[CH:41]/[C:42]2[CH:56]=[CH:55][C:45]([O:46][CH2:47][C:48]([O:50][C:51]([CH3:54])([CH3:53])[CH3:52])=[O:49])=[CH:44][CH:43]=2)=[CH:36][CH:35]=1.C(N(C(C)C)C(C)C)C.[NH4+].[Cl-].